This data is from Catalyst prediction with 721,799 reactions and 888 catalyst types from USPTO. The task is: Predict which catalyst facilitates the given reaction. (1) Reactant: C(OC([N:8]([C:26]1[CH:30]=[C:29]([CH3:31])[N:28](C(OC(C)(C)C)=O)[N:27]=1)[C:9]1[C:18]2[C:13](=[CH:14][C:15]([C:19]([OH:21])=[O:20])=[CH:16][CH:17]=2)[C:12](=[O:22])[N:11]([CH:23]([CH3:25])[CH3:24])[N:10]=1)=O)(C)(C)C. Product: [CH:23]([N:11]1[C:12](=[O:22])[C:13]2[C:18](=[CH:17][CH:16]=[C:15]([C:19]([OH:21])=[O:20])[CH:14]=2)[C:9]([NH:8][C:26]2[CH:30]=[C:29]([CH3:31])[NH:28][N:27]=2)=[N:10]1)([CH3:25])[CH3:24]. The catalyst class is: 137. (2) Reactant: CN(C(ON1N=NC2C=CC=NC1=2)=[N+](C)C)C.F[P-](F)(F)(F)(F)F.[NH2:25][C:26]1[C:27]([C:36]([OH:38])=O)=[CH:28][C:29]2[C:34]([CH:35]=1)=[CH:33][CH:32]=[CH:31][CH:30]=2.[CH3:39][CH:40]([CH3:49])[CH2:41][CH2:42][C@@H:43]([C:45]([O:47][CH3:48])=[O:46])[NH2:44].C(N(C(C)C)CC)(C)C. Product: [NH2:25][C:26]1[C:27]([C:36]([NH:44][C@H:43]([C:45]([O:47][CH3:48])=[O:46])[CH2:42][CH2:41][CH:40]([CH3:49])[CH3:39])=[O:38])=[CH:28][C:29]2[C:34]([CH:35]=1)=[CH:33][CH:32]=[CH:31][CH:30]=2. The catalyst class is: 3. (3) Product: [OH:8][C:9]1[CH:10]=[CH:11][C:12]2[S:23][C:16]3[C:17](=[O:22])[NH:18][CH2:19][CH2:20][S:21][C:15]=3[C:13]=2[CH:14]=1. Reactant: C([O:8][C:9]1[CH:10]=[CH:11][C:12]2[S:23][C:16]3[C:17](=[O:22])[NH:18][CH2:19][CH2:20][S:21][C:15]=3[C:13]=2[CH:14]=1)C1C=CC=CC=1.B(Br)(Br)Br. The catalyst class is: 2. (4) Reactant: [CH3:1][O:2][CH2:3][CH2:4][N:5]([CH2:55][CH2:56][O:57][CH3:58])[CH2:6][CH2:7][CH2:8][NH:9][C:10]([C:12]1[C:13]([CH3:54])=[C:14]2[CH:35]=[C:33]3[N:34]=[C:30]([C:31]([CH3:38])=[C:32]3[CH2:36][CH3:37])[CH:29]=[C:27]3[NH:28][C:24]([C:25]([CH3:41])=[C:26]3[CH:39]=[O:40])=[CH:23][C:21]3=[N:22][C:18]([CH:19]([CH2:43][CH2:44][C:45]([O:47][CH3:48])=[O:46])[CH:20]3[CH3:42])=[C:17]([CH2:49][C:50]([O:52][CH3:53])=[O:51])[C:16]=1[NH:15]2)=[O:11]. Product: [CH3:1][O:2][CH2:3][CH2:4][N:5]([CH2:55][CH2:56][O:57][CH3:58])[CH2:6][CH2:7][CH2:8][NH:9][C:10]([C:12]1[C:13]([CH3:54])=[C:14]2[CH:35]=[C:33]3[N:34]=[C:30]([C:31]([CH3:38])=[C:32]3[CH2:36][CH3:37])[CH:29]=[C:27]3[NH:28][C:24]([C:25]([CH3:41])=[C:26]3[CH2:39][OH:40])=[CH:23][C:21]3=[N:22][C:18]([CH:19]([CH2:43][CH2:44][C:45]([O:47][CH3:48])=[O:46])[CH:20]3[CH3:42])=[C:17]([CH2:49][C:50]([O:52][CH3:53])=[O:51])[C:16]=1[NH:15]2)=[O:11]. The catalyst class is: 4. (5) Reactant: [Cl:1][C:2]1[CH:3]=[C:4]([CH:9]=[C:10]([O:14][C:15]([F:18])([F:17])[F:16])[C:11]=1[O:12][CH3:13])[C:5]([O:7]C)=[O:6].O.[OH-].[Li+]. Product: [Cl:1][C:2]1[CH:3]=[C:4]([CH:9]=[C:10]([O:14][C:15]([F:16])([F:17])[F:18])[C:11]=1[O:12][CH3:13])[C:5]([OH:7])=[O:6]. The catalyst class is: 30. (6) Reactant: [F:1][C:2]([C@@H:5]1[CH2:10][CH2:9][C@H:8]([O:11]CC2C=CC=CC=2)[CH2:7][CH2:6]1)([F:4])[CH3:3].[H][H]. Product: [F:1][C:2]([C@@H:5]1[CH2:10][CH2:9][C@H:8]([OH:11])[CH2:7][CH2:6]1)([F:4])[CH3:3]. The catalyst class is: 19. (7) Reactant: [O:1]1[C:5]2[CH:6]=[CH:7][CH:8]=[C:9]([NH:10][C:11]3[C:20]4[C:15](=[C:16]([CH3:23])[N:17]=[C:18]([S:21][CH3:22])[CH:19]=4)[N:14]=[CH:13][C:12]=3[C:24]([NH2:26])=[O:25])[C:4]=2[CH2:3][CH2:2]1.I([O-])(=O)(=O)=[O:28].[Na+].OOS([O-])=O.[K+]. Product: [O:1]1[C:5]2[CH:6]=[CH:7][CH:8]=[C:9]([NH:10][C:11]3[C:20]4[C:15](=[C:16]([CH3:23])[N:17]=[C:18]([S:21]([CH3:22])=[O:28])[CH:19]=4)[N:14]=[CH:13][C:12]=3[C:24]([NH2:26])=[O:25])[C:4]=2[CH2:3][CH2:2]1. The catalyst class is: 24. (8) Reactant: [Cl:1][C:2]1[CH:7]=[C:6]([NH2:8])[CH:5]=[CH:4][C:3]=1[NH:9][C:10](=[O:18])[C@:11]([OH:17])([CH3:16])[C:12]([F:15])([F:14])[F:13].[C:19]1([N:25]=[C:26]=[O:27])[CH:24]=[CH:23][CH:22]=[CH:21][CH:20]=1. Product: [Cl:1][C:2]1[CH:7]=[C:6]([NH:8][C:26]([NH:25][C:19]2[CH:24]=[CH:23][CH:22]=[CH:21][CH:20]=2)=[O:27])[CH:5]=[CH:4][C:3]=1[NH:9][C:10](=[O:18])[C@:11]([OH:17])([CH3:16])[C:12]([F:13])([F:15])[F:14]. The catalyst class is: 27. (9) Reactant: O1CCCC1.[CH3:6][C:7]([C:14]1[CH:19]=[CH:18][C:17]([N+:20]([O-:22])=[O:21])=[CH:16][CH:15]=1)([CH3:13])[C:8]([O:10]CC)=[O:9].[OH-].[Na+].Cl. Product: [CH3:13][C:7]([C:14]1[CH:19]=[CH:18][C:17]([N+:20]([O-:22])=[O:21])=[CH:16][CH:15]=1)([CH3:6])[C:8]([OH:10])=[O:9]. The catalyst class is: 5. (10) Reactant: [C:1]([CH:3]([CH:7]1[C:11]([Cl:12])=[C:10](Cl)C(=O)O1)[C:4]([NH2:6])=[O:5])#[N:2].Cl.[CH3:16][S:17]([C:20]1[CH:25]=[CH:24][CH:23]=[CH:22][C:21]=1[CH2:26][NH2:27])(=[O:19])=[O:18].C(=O)([O-])[O-].[K+].[K+].[OH-].[Na+]. Product: [ClH:12].[Cl:12][C:11]1[CH:7]=[C:3]([C:4]([NH2:6])=[O:5])[C:1](=[NH:2])[N:27]([CH2:26][C:21]2[CH:22]=[CH:23][CH:24]=[CH:25][C:20]=2[S:17]([CH3:16])(=[O:19])=[O:18])[CH:10]=1. The catalyst class is: 8.